Task: Regression. Given a peptide amino acid sequence and an MHC pseudo amino acid sequence, predict their binding affinity value. This is MHC class I binding data.. Dataset: Peptide-MHC class I binding affinity with 185,985 pairs from IEDB/IMGT The peptide sequence is AMYVAIQAVL. The MHC is HLA-A68:02 with pseudo-sequence HLA-A68:02. The binding affinity (normalized) is 0.496.